This data is from Full USPTO retrosynthesis dataset with 1.9M reactions from patents (1976-2016). The task is: Predict the reactants needed to synthesize the given product. (1) Given the product [Cl:27][C:28]1[CH:41]=[CH:40][C:31]2[S:32][C:33]([S:36]([N:14]3[C:15]4[C:11](=[CH:10][CH:9]=[C:8]([N:5]5[CH2:4][CH2:3][N:2]([CH3:1])[CH2:7][CH2:6]5)[CH:16]=4)[CH2:12][CH2:13]3)(=[O:37])=[O:38])=[C:34]([CH3:35])[C:30]=2[CH:29]=1, predict the reactants needed to synthesize it. The reactants are: [CH3:1][N:2]1[CH2:7][CH2:6][N:5]([C:8]2[CH:16]=[C:15]3[C:11]([CH2:12][CH2:13][NH:14]3)=[CH:10][CH:9]=2)[CH2:4][CH2:3]1.[N+](C1C=C(C=CC=1)N)([O-])=O.[Cl:27][C:28]1[CH:41]=[CH:40][C:31]2[S:32][C:33]([S:36](Cl)(=[O:38])=[O:37])=[C:34]([CH3:35])[C:30]=2[CH:29]=1. (2) Given the product [N:8]1[CH:9]=[CH:10][CH:11]=[C:6]([NH:3][CH2:2][CH2:1][NH2:4])[CH:7]=1, predict the reactants needed to synthesize it. The reactants are: [CH2:1]([NH2:4])[CH2:2][NH2:3].Cl[C:6]1[CH:7]=[N:8][CH:9]=[CH:10][CH:11]=1.CC(C)([O-])C.[K+].